Dataset: Catalyst prediction with 721,799 reactions and 888 catalyst types from USPTO. Task: Predict which catalyst facilitates the given reaction. Reactant: [Cl:1][CH2:2][C:3]([NH:5][NH:6][C:7]([C:9]1[C:17]2[C:12](=[C:13]([O:18][CH3:19])[CH:14]=[CH:15][CH:16]=2)[N:11]([CH2:20][CH:21]2[CH2:26][CH2:25][CH2:24][CH2:23][CH2:22]2)[CH:10]=1)=O)=[O:4].[OH-].COC(NS([N+](CC)(CC)CC)(=O)=O)=O. Product: [Cl:1][CH2:2][C:3]1[O:4][C:7]([C:9]2[C:17]3[C:12](=[C:13]([O:18][CH3:19])[CH:14]=[CH:15][CH:16]=3)[N:11]([CH2:20][CH:21]3[CH2:26][CH2:25][CH2:24][CH2:23][CH2:22]3)[CH:10]=2)=[N:6][N:5]=1. The catalyst class is: 7.